Dataset: Forward reaction prediction with 1.9M reactions from USPTO patents (1976-2016). Task: Predict the product of the given reaction. Given the reactants Cl[C:2]1[C:7]2[N:8]=[CH:9][C:10]3[N:11]([CH2:12][N:13]([O:15][CH3:16])[CH:14]=3)[C:6]=2[N:5]([CH2:17][CH2:18][CH3:19])[CH2:4][C:3]=1[CH3:20].[NH3:21], predict the reaction product. The product is: [NH2:21][C:2]1[C:7]2[N:8]=[CH:9][C:10]3[N:11]([CH2:12][N:13]([O:15][CH3:16])[CH:14]=3)[C:6]=2[N:5]([CH2:17][CH2:18][CH3:19])[CH2:4][C:3]=1[CH3:20].